From a dataset of Forward reaction prediction with 1.9M reactions from USPTO patents (1976-2016). Predict the product of the given reaction. (1) Given the reactants [F:1][C:2]([F:12])([C:8]([F:11])([F:10])[F:9])/[CH:3]=[CH:4]/[C:5]([OH:7])=O.CN(C(ON1N=NC2C=CC=CC1=2)=[N+](C)C)C.F[P-](F)(F)(F)(F)F.[CH3:37][C:38]1([C:43]2[CH:48]=[C:47]([NH:49][CH2:50][CH2:51][NH2:52])[CH:46]=[CH:45][N:44]=2)[O:42][CH2:41][CH2:40][O:39]1, predict the reaction product. The product is: [F:12][C:2]([F:1])([C:8]([F:11])([F:10])[F:9])/[CH:3]=[CH:4]/[C:5]([NH:52][CH2:51][CH2:50][NH:49][C:47]1[CH:46]=[CH:45][N:44]=[C:43]([C:38]2([CH3:37])[O:42][CH2:41][CH2:40][O:39]2)[CH:48]=1)=[O:7]. (2) Given the reactants [H-].[H-].[H-].[H-].[Li+].[Al+3].[NH:7]1[C:15]2[C:10](=[CH:11][CH:12]=[CH:13][CH:14]=2)[C:9]([CH:16]([CH3:19])[C:17]#[N:18])=[CH:8]1, predict the reaction product. The product is: [NH:7]1[C:15]2[C:10](=[CH:11][CH:12]=[CH:13][CH:14]=2)[C:9]([CH:16]([CH3:19])[CH2:17][NH2:18])=[CH:8]1.